This data is from Catalyst prediction with 721,799 reactions and 888 catalyst types from USPTO. The task is: Predict which catalyst facilitates the given reaction. (1) Reactant: [Br:1][C:2]1[CH:3]=[C:4]2[C:9](=[CH:10][CH:11]=1)[N:8]=[CH:7][C:6]([N+:12]([O-:14])=[O:13])=[C:5]2[CH2:15][C:16]1[CH:21]=[CH:20][C:19]([C:22]([CH3:26])([CH3:25])[C:23]#[N:24])=[CH:18][CH:17]=1.S([O-])([O-])(=[O:29])=S.[Na+].[Na+]. Product: [Br:1][C:2]1[CH:3]=[C:4]2[C:9](=[CH:10][CH:11]=1)[N:8]=[CH:7][C:6]([N+:12]([O-:14])=[O:13])=[C:5]2[C:15]([C:16]1[CH:21]=[CH:20][C:19]([C:22]([CH3:26])([CH3:25])[C:23]#[N:24])=[CH:18][CH:17]=1)=[O:29]. The catalyst class is: 23. (2) Reactant: [CH2:1]([N:8]1[CH:12]=[C:11]([C:13]2[NH:34][C:16]3=[N:17][CH:18]=[C:19]([CH:21]4[CH2:26][CH2:25][N:24](C(OC(C)(C)C)=O)[CH2:23][CH2:22]4)[CH:20]=[C:15]3[N:14]=2)[CH:10]=[N:9]1)[C:2]1[CH:7]=[CH:6][CH:5]=[CH:4][CH:3]=1.C(O)(C(F)(F)F)=O. Product: [CH2:1]([N:8]1[CH:12]=[C:11]([C:13]2[NH:34][C:16]3=[N:17][CH:18]=[C:19]([CH:21]4[CH2:26][CH2:25][NH:24][CH2:23][CH2:22]4)[CH:20]=[C:15]3[N:14]=2)[CH:10]=[N:9]1)[C:2]1[CH:3]=[CH:4][CH:5]=[CH:6][CH:7]=1. The catalyst class is: 2. (3) Reactant: [CH2:1]([S:3]([NH:6][C:7]1[CH:8]=[C:9]([CH:37]=[CH:38][CH:39]=1)[O:10][C:11]1[CH:16]=[C:15]([F:17])[CH:14]=[C:13]([NH:18][C:19]2[CH:24]=[CH:23][C:22]([I:25])=[CH:21][C:20]=2[F:26])[C:12]=1[NH:27][S:28]([C:31]1([CH2:34][CH:35]=C)[CH2:33][CH2:32]1)(=[O:30])=[O:29])(=[O:5])=[O:4])[CH3:2].I([O-])(=O)(=O)=[O:41].[Na+].CC1C=CC=C(C)N=1.ClCCl. Product: [F:17][C:15]1[CH:14]=[C:13]([NH:18][C:19]2[CH:24]=[CH:23][C:22]([I:25])=[CH:21][C:20]=2[F:26])[C:12]([N:27]2[CH:35]([OH:41])[CH2:34][C:31]3([CH2:33][CH2:32]3)[S:28]2(=[O:30])=[O:29])=[C:11]([CH:16]=1)[O:10][C:9]1[CH:8]=[C:7]([NH:6][S:3]([CH2:1][CH3:2])(=[O:4])=[O:5])[CH:39]=[CH:38][CH:37]=1. The catalyst class is: 785.